Predict the reactants needed to synthesize the given product. From a dataset of Full USPTO retrosynthesis dataset with 1.9M reactions from patents (1976-2016). (1) Given the product [C:12]1([C:9]([CH2:10][CH3:11])=[C:8]([C:18]2[CH:19]=[CH:20][C:21]([OH:24])=[CH:22][CH:23]=2)[C:5]2[CH:6]=[CH:7][C:2]([O:1][C@@H:26]3[CH2:30][CH2:29][NH:28][CH2:27]3)=[CH:3][CH:4]=2)[CH:17]=[CH:16][CH:15]=[CH:14][CH:13]=1, predict the reactants needed to synthesize it. The reactants are: [OH:1][C:2]1[CH:7]=[CH:6][C:5]([C:8]([C:18]2[CH:23]=[CH:22][C:21]([OH:24])=[CH:20][CH:19]=2)=[C:9]([C:12]2[CH:17]=[CH:16][CH:15]=[CH:14][CH:13]=2)[CH2:10][CH3:11])=[CH:4][CH:3]=1.O[C@H:26]1[CH2:30][CH2:29][N:28](C(OC(C)(C)C)=O)[CH2:27]1.C(O)(C(F)(F)F)=O.C(Cl)Cl. (2) Given the product [CH3:15][C:16]1[CH:21]=[CH:20][N:19]=[CH:18][C:17]=1[N:22]1[CH2:26][CH2:25][N:24]([C:29]2[CH:38]=[CH:37][C:36]3[C:31](=[CH:32][CH:33]=[CH:34][CH:35]=3)[CH:30]=2)[C:23]1=[O:27], predict the reactants needed to synthesize it. The reactants are: N[C@@H]1CCCC[C@H]1N.C(=O)([O-])[O-].[K+].[K+].[CH3:15][C:16]1[CH:21]=[CH:20][N:19]=[CH:18][C:17]=1[N:22]1[CH2:26][CH2:25][NH:24][C:23]1=[O:27].Br[C:29]1[CH:38]=[CH:37][C:36]2[C:31](=[CH:32][CH:33]=[CH:34][CH:35]=2)[CH:30]=1.